From a dataset of Forward reaction prediction with 1.9M reactions from USPTO patents (1976-2016). Predict the product of the given reaction. (1) Given the reactants [Cl:1][C:2]1[CH:3]=[N:4][CH:5]=[C:6](/[CH:8]=[CH:9]/[C:10]2[CH:15]=[CH:14][CH:13]=[C:12]([N+:16]([O-])=O)[CH:11]=2)[CH:7]=1.Cl.C(=O)(O)[O-].[Na+], predict the reaction product. The product is: [NH2:16][C:12]1[CH:11]=[C:10](/[CH:9]=[CH:8]/[C:6]2[CH:5]=[N:4][CH:3]=[C:2]([Cl:1])[CH:7]=2)[CH:15]=[CH:14][CH:13]=1. (2) Given the reactants [Cl:1][C:2]1[CH:3]=[N:4][N:5]([CH3:16])[C:6]=1B1OC(C)(C)C(C)(C)O1.Br[C:18]1[CH:19]=[C:20]2[CH2:26][N:25]([C@@H:27]([CH2:40][C:41]3[CH:46]=[CH:45][CH:44]=[C:43]([F:47])[CH:42]=3)[CH2:28][N:29]3[C:37](=[O:38])[C:36]4[C:31](=[CH:32][CH:33]=[CH:34][CH:35]=4)[C:30]3=[O:39])[C:24](=[O:48])[C:21]2=[N:22][CH:23]=1.C(N(CC)C(C)C)(C)C.O1CCOCC1.O, predict the reaction product. The product is: [Cl:1][C:2]1[CH:3]=[N:4][N:5]([CH3:16])[C:6]=1[C:18]1[CH:19]=[C:20]2[CH2:26][N:25]([C@@H:27]([CH2:40][C:41]3[CH:46]=[CH:45][CH:44]=[C:43]([F:47])[CH:42]=3)[CH2:28][N:29]3[C:37](=[O:38])[C:36]4[C:31](=[CH:32][CH:33]=[CH:34][CH:35]=4)[C:30]3=[O:39])[C:24](=[O:48])[C:21]2=[N:22][CH:23]=1. (3) Given the reactants [CH3:1][O:2][C:3]1[CH:4]=[C:5]([NH:11][C:12]([NH:14][C:15]2[CH:26]=[CH:25][C:18]([O:19][CH2:20][C:21]([O:23]C)=[O:22])=[C:17]([C:27](=[O:30])[CH2:28][CH3:29])[CH:16]=2)=[O:13])[CH:6]=[CH:7][C:8]=1[O:9][CH3:10].[OH-].[Na+].O.Cl, predict the reaction product. The product is: [CH3:1][O:2][C:3]1[CH:4]=[C:5]([NH:11][C:12]([NH:14][C:15]2[CH:26]=[CH:25][C:18]([O:19][CH2:20][C:21]([OH:23])=[O:22])=[C:17]([C:27](=[O:30])[CH2:28][CH3:29])[CH:16]=2)=[O:13])[CH:6]=[CH:7][C:8]=1[O:9][CH3:10]. (4) Given the reactants [CH3:1][O:2][C:3]1[CH:30]=[CH:29][CH:28]=[CH:27][C:4]=1[CH2:5][N:6]1[C:15]2[C:10](=[CH:11][CH:12]=[CH:13][N:14]=2)[CH:9]=[C:8]([C:16](OC2CCCC(=O)C=2)=[O:17])[C:7]1=[O:26].C(N(CC)CC)C.C[C:39]([CH3:43])([OH:42])[C:40]#N.[C:44](O)(=O)[CH2:45][C:46](CC(O)=O)(C(O)=O)[OH:47], predict the reaction product. The product is: [OH:47][C:46]1[CH2:45][CH2:44][CH2:43][C:39](=[O:42])[C:40]=1[C:16]([C:8]1[C:7](=[O:26])[N:6]([CH2:5][C:4]2[CH:27]=[CH:28][CH:29]=[CH:30][C:3]=2[O:2][CH3:1])[C:15]2[C:10]([CH:9]=1)=[CH:11][CH:12]=[CH:13][N:14]=2)=[O:17]. (5) The product is: [Cl:11][C:12]1[C:17]([CH3:18])=[C:16]([C:19]2[NH:23][N:22]=[N:21][N:20]=2)[C:15]([C:24]2[CH:29]=[CH:28][CH:27]=[C:26]([F:30])[CH:25]=2)=[C:14]([CH:31]([NH:33][C:2]2[N:10]=[CH:9][N:8]=[C:7]3[C:3]=2[N:4]=[CH:5][NH:6]3)[CH3:32])[CH:13]=1. Given the reactants Br[C:2]1[N:10]=[CH:9][N:8]=[C:7]2[C:3]=1[N:4]=[CH:5][NH:6]2.[Cl:11][C:12]1[C:17]([CH3:18])=[C:16]([C:19]2[NH:23][N:22]=[N:21][N:20]=2)[C:15]([C:24]2[CH:29]=[CH:28][CH:27]=[C:26]([F:30])[CH:25]=2)=[C:14]([CH:31]([NH2:33])[CH3:32])[CH:13]=1.C(N(CC)C(C)C)(C)C, predict the reaction product. (6) Given the reactants I([O-])(=O)(=O)=O.[Na+].[C:7]([O:11][C:12]([N:14]1[CH2:18][CH:17]([OH:19])[CH:16]([OH:20])[CH2:15]1)=[O:13])([CH3:10])([CH3:9])[CH3:8], predict the reaction product. The product is: [C:7]([O:11][C:12](=[O:13])[N:14]([CH2:18][CH:17]=[O:19])[CH2:15][CH:16]=[O:20])([CH3:10])([CH3:8])[CH3:9]. (7) Given the reactants [CH3:1][C:2]([Si:5](Cl)([CH3:7])[CH3:6])([CH3:4])[CH3:3].N1C=CN=C1.[S:14]1[CH:18]=[CH:17][N:16]=[C:15]1[CH2:19][CH2:20][CH2:21][OH:22], predict the reaction product. The product is: [Si:5]([O:22][CH2:21][CH2:20][CH2:19][C:15]1[S:14][CH:18]=[CH:17][N:16]=1)([C:2]([CH3:4])([CH3:3])[CH3:1])([CH3:7])[CH3:6].